From a dataset of Full USPTO retrosynthesis dataset with 1.9M reactions from patents (1976-2016). Predict the reactants needed to synthesize the given product. (1) Given the product [N+:1]([C:4]1[CH:11]=[C:10]([O:12][CH2:13][CH:14]2[CH2:15][CH2:16][N:17]([CH3:24])[CH2:18][CH2:19]2)[C:9]([O:20][CH3:21])=[CH:8][C:5]=1[C:6]#[N:7])([O-:3])=[O:2], predict the reactants needed to synthesize it. The reactants are: [N+:1]([C:4]1[CH:11]=[C:10]([O:12][CH2:13][CH:14]2[CH2:19][CH2:18][NH:17][CH2:16][CH2:15]2)[C:9]([O:20][CH3:21])=[CH:8][C:5]=1[C:6]#[N:7])([O-:3])=[O:2].C=O.[C:24](O)(=O)C.[BH-](OC(C)=O)(OC(C)=O)OC(C)=O.[Na+]. (2) Given the product [CH3:16][N:17]([C:19]([O:21][CH2:22][C:23]1[CH:28]=[CH:27][CH:26]=[CH:25][CH:24]=1)=[O:20])[NH:18][C:9]([O:11][C:12]([CH3:13])([CH3:14])[CH3:15])=[O:10], predict the reactants needed to synthesize it. The reactants are: [C:9](O[C:9]([O:11][C:12]([CH3:15])([CH3:14])[CH3:13])=[O:10])([O:11][C:12]([CH3:15])([CH3:14])[CH3:13])=[O:10].[CH3:16][N:17]([C:19]([O:21][CH2:22][C:23]1[CH:28]=[CH:27][CH:26]=[CH:25][CH:24]=1)=[O:20])[NH2:18]. (3) Given the product [Br:11][C:12]1[CH:17]=[CH:16][N:15]=[C:14]([C:25]2([C:24]#[N:6])[CH2:20][CH2:26]2)[CH:13]=1, predict the reactants needed to synthesize it. The reactants are: [Li+].C[Si]([N-:6][Si](C)(C)C)(C)C.[Br:11][C:12]1[CH:17]=[CH:16][N:15]=[C:14](F)[CH:13]=1.O.[C:20]1([CH3:26])[CH:25]=[CH:24]C=CC=1. (4) Given the product [Cl:1][C:2]1[CH:3]=[CH:4][C:5]([NH:8][C:9](=[O:24])[NH:10][CH2:11][CH:12]([C:18]2[CH:19]=[CH:20][CH:21]=[CH:22][CH:23]=2)[C:13]([OH:15])=[O:14])=[CH:6][CH:7]=1, predict the reactants needed to synthesize it. The reactants are: [Cl:1][C:2]1[CH:7]=[CH:6][C:5]([NH:8][C:9](=[O:24])[NH:10][CH2:11][CH:12]([C:18]2[CH:23]=[CH:22][CH:21]=[CH:20][CH:19]=2)[C:13]([O:15]CC)=[O:14])=[CH:4][CH:3]=1.[OH-].[Na+].C1COCC1. (5) The reactants are: [Cl-].O[NH3+:3].[C:4](=[O:7])([O-])[OH:5].[Na+].CS(C)=O.[CH3:13][C:14]1[N:15]([C:39]2[CH:44]=[CH:43][C:42]([O:45][C:46]3[CH:51]=[CH:50][CH:49]=[CH:48][CH:47]=3)=[CH:41][CH:40]=2)[C:16](=[O:38])[C:17]([CH2:23][C:24]2[CH:29]=[CH:28][C:27]([C:30]3[C:31]([C:36]#[N:37])=[CH:32][CH:33]=[CH:34][CH:35]=3)=[CH:26][CH:25]=2)=[C:18]([CH2:20][CH2:21][CH3:22])[N:19]=1. Given the product [CH3:13][C:14]1[N:15]([C:39]2[CH:40]=[CH:41][C:42]([O:45][C:46]3[CH:51]=[CH:50][CH:49]=[CH:48][CH:47]=3)=[CH:43][CH:44]=2)[C:16](=[O:38])[C:17]([CH2:23][C:24]2[CH:25]=[CH:26][C:27]([C:30]3[CH:35]=[CH:34][CH:33]=[CH:32][C:31]=3[C:36]3[NH:3][C:4](=[O:7])[O:5][N:37]=3)=[CH:28][CH:29]=2)=[C:18]([CH2:20][CH2:21][CH3:22])[N:19]=1, predict the reactants needed to synthesize it.